This data is from NCI-60 drug combinations with 297,098 pairs across 59 cell lines. The task is: Regression. Given two drug SMILES strings and cell line genomic features, predict the synergy score measuring deviation from expected non-interaction effect. (1) Drug 1: CCCS(=O)(=O)NC1=C(C(=C(C=C1)F)C(=O)C2=CNC3=C2C=C(C=N3)C4=CC=C(C=C4)Cl)F. Drug 2: C(CCl)NC(=O)N(CCCl)N=O. Cell line: A498. Synergy scores: CSS=1.59, Synergy_ZIP=0.659, Synergy_Bliss=2.70, Synergy_Loewe=-0.818, Synergy_HSA=1.25. (2) Cell line: SF-539. Drug 1: CN(CC1=CN=C2C(=N1)C(=NC(=N2)N)N)C3=CC=C(C=C3)C(=O)NC(CCC(=O)O)C(=O)O. Synergy scores: CSS=33.7, Synergy_ZIP=-3.05, Synergy_Bliss=-9.94, Synergy_Loewe=-27.5, Synergy_HSA=-9.86. Drug 2: CCC(=C(C1=CC=CC=C1)C2=CC=C(C=C2)OCCN(C)C)C3=CC=CC=C3.C(C(=O)O)C(CC(=O)O)(C(=O)O)O. (3) Drug 1: CC1=C(C=C(C=C1)C(=O)NC2=CC(=CC(=C2)C(F)(F)F)N3C=C(N=C3)C)NC4=NC=CC(=N4)C5=CN=CC=C5. Drug 2: CC(C)NC(=O)C1=CC=C(C=C1)CNNC.Cl. Cell line: M14. Synergy scores: CSS=-1.25, Synergy_ZIP=-1.19, Synergy_Bliss=-4.44, Synergy_Loewe=-6.04, Synergy_HSA=-6.86. (4) Drug 1: CC1=C(C(=CC=C1)Cl)NC(=O)C2=CN=C(S2)NC3=CC(=NC(=N3)C)N4CCN(CC4)CCO. Drug 2: C1CC(=O)NC(=O)C1N2C(=O)C3=CC=CC=C3C2=O. Cell line: DU-145. Synergy scores: CSS=-1.72, Synergy_ZIP=2.14, Synergy_Bliss=5.94, Synergy_Loewe=2.06, Synergy_HSA=0.950. (5) Drug 1: COC1=NC(=NC2=C1N=CN2C3C(C(C(O3)CO)O)O)N. Drug 2: CC12CCC3C(C1CCC2OP(=O)(O)O)CCC4=C3C=CC(=C4)OC(=O)N(CCCl)CCCl.[Na+]. Cell line: SN12C. Synergy scores: CSS=5.52, Synergy_ZIP=-7.84, Synergy_Bliss=-11.1, Synergy_Loewe=-14.2, Synergy_HSA=-12.3. (6) Drug 1: CC1C(C(CC(O1)OC2CC(CC3=C2C(=C4C(=C3O)C(=O)C5=C(C4=O)C(=CC=C5)OC)O)(C(=O)C)O)N)O.Cl. Drug 2: CC1C(C(CC(O1)OC2CC(CC3=C2C(=C4C(=C3O)C(=O)C5=CC=CC=C5C4=O)O)(C(=O)C)O)N)O. Cell line: OVCAR3. Synergy scores: CSS=30.6, Synergy_ZIP=-0.664, Synergy_Bliss=2.32, Synergy_Loewe=-6.81, Synergy_HSA=0.000284. (7) Drug 1: C1=C(C(=O)NC(=O)N1)F. Drug 2: CC1=C2C(C(=O)C3(C(CC4C(C3C(C(C2(C)C)(CC1OC(=O)C(C(C5=CC=CC=C5)NC(=O)OC(C)(C)C)O)O)OC(=O)C6=CC=CC=C6)(CO4)OC(=O)C)O)C)O. Cell line: OVCAR-8. Synergy scores: CSS=45.3, Synergy_ZIP=-0.641, Synergy_Bliss=-1.91, Synergy_Loewe=-1.19, Synergy_HSA=0.396. (8) Drug 1: CC12CCC(CC1=CCC3C2CCC4(C3CC=C4C5=CN=CC=C5)C)O. Drug 2: C1=CC(=CC=C1C#N)C(C2=CC=C(C=C2)C#N)N3C=NC=N3. Cell line: SK-MEL-5. Synergy scores: CSS=0.794, Synergy_ZIP=1.80, Synergy_Bliss=3.44, Synergy_Loewe=-1.57, Synergy_HSA=-0.206. (9) Drug 1: C1=NC2=C(N1)C(=S)N=C(N2)N. Drug 2: C(CN)CNCCSP(=O)(O)O. Cell line: K-562. Synergy scores: CSS=43.0, Synergy_ZIP=1.45, Synergy_Bliss=1.53, Synergy_Loewe=-20.8, Synergy_HSA=0.531. (10) Drug 1: CC1CCC2CC(C(=CC=CC=CC(CC(C(=O)C(C(C(=CC(C(=O)CC(OC(=O)C3CCCCN3C(=O)C(=O)C1(O2)O)C(C)CC4CCC(C(C4)OC)O)C)C)O)OC)C)C)C)OC. Drug 2: C1=CC=C(C=C1)NC(=O)CCCCCCC(=O)NO. Cell line: T-47D. Synergy scores: CSS=22.4, Synergy_ZIP=-9.61, Synergy_Bliss=-5.72, Synergy_Loewe=-3.90, Synergy_HSA=-2.13.